Dataset: Full USPTO retrosynthesis dataset with 1.9M reactions from patents (1976-2016). Task: Predict the reactants needed to synthesize the given product. (1) Given the product [C:26](=[O:28])([OH:25])[NH2:2].[CH3:1][N:2]([C@@H:3]1[CH2:8][CH2:7][CH2:6][C@H:5]([C:9]2[C:17]3[C:12](=[CH:13][CH:14]=[C:15]([N+:18]([O-:20])=[O:19])[CH:16]=3)[NH:11][CH:10]=2)[CH2:4]1)[C:29](=[O:30])[O:31][C:32]([CH3:33])([CH3:34])[CH3:35], predict the reactants needed to synthesize it. The reactants are: [CH3:1][NH:2][CH:3]1[CH2:8][CH2:7][CH2:6][CH:5]([C:9]2[C:17]3[C:12](=[CH:13][CH:14]=[C:15]([N+:18]([O-:20])=[O:19])[CH:16]=3)[NH:11][CH:10]=2)[CH2:4]1.CC([O:25][C:26]([O:28][C:29]([O:31][C:32]([CH3:35])([CH3:34])[CH3:33])=[O:30])=O)(C)C.C(N(CC)CC)C. (2) Given the product [Cl:6][C:7]1[C:8]([C:4]#[N:5])=[N:9][CH:10]=[C:11]([N+:13]([O-:15])=[O:14])[CH:12]=1, predict the reactants needed to synthesize it. The reactants are: [Cu]([C:4]#[N:5])C#N.[Cl:6][C:7]1[C:8](I)=[N:9][CH:10]=[C:11]([N+:13]([O-:15])=[O:14])[CH:12]=1. (3) Given the product [F:1][C:2]1[C:7]([C:8]2[C:17]([CH3:18])=[CH:16][C:15]3[C:14]([CH3:20])([CH3:19])[CH2:13][CH:12]=[C:11]([CH:21]([CH3:23])[CH3:22])[C:10]=3[CH:9]=2)=[C:6]([O:24][CH3:25])[C:5]([F:26])=[CH:4][C:3]=1[CH:27]=[O:28], predict the reactants needed to synthesize it. The reactants are: [F:1][C:2]1[C:7]([C:8]2[C:17]([CH3:18])=[CH:16][C:15]3[C:14]([CH3:20])([CH3:19])[CH2:13][CH:12]=[C:11]([CH:21]([CH3:23])[CH3:22])[C:10]=3[CH:9]=2)=[C:6]([O:24][CH3:25])[C:5]([F:26])=[CH:4][C:3]=1[CH:27]1OCC[O:28]1.Cl. (4) The reactants are: Cl.CN[O:4][CH3:5].C[Al](C)C.C([C@H:17]1COC(=O)[N:18]1[C:23]([C@@H:25]1[C@@H:29]([C:30]2[CH:35]=[CH:34][C:33]([Cl:36])=[C:32]([Cl:37])[CH:31]=2)[CH2:28][N:27]([CH2:38][C:39]2[CH:44]=[CH:43][CH:42]=[CH:41][CH:40]=2)[CH2:26]1)=[O:24])C1C=CC=CC=1. Given the product [CH3:5][O:4][N:18]([CH3:17])[C:23]([C@@H:25]1[C@@H:29]([C:30]2[CH:35]=[CH:34][C:33]([Cl:36])=[C:32]([Cl:37])[CH:31]=2)[CH2:28][N:27]([CH2:38][C:39]2[CH:40]=[CH:41][CH:42]=[CH:43][CH:44]=2)[CH2:26]1)=[O:24], predict the reactants needed to synthesize it. (5) Given the product [NH:28]1[C:36]2[C:31](=[CH:32][CH:33]=[CH:34][CH:35]=2)[C:30]([CH2:37][C:38]([NH:40][C:2]2[CH:3]=[CH:4][C:5]3[CH:9]=[C:8]([C:10]4[CH:15]=[CH:14][N:13]=[C:12]([NH:16][CH2:17][CH2:18][CH2:19][N:20]5[CH2:25][CH2:24][N:23]([CH3:26])[CH2:22][CH2:21]5)[N:11]=4)[S:7][C:6]=3[CH:27]=2)=[O:39])=[CH:29]1, predict the reactants needed to synthesize it. The reactants are: Br[C:2]1[CH:3]=[CH:4][C:5]2[CH:9]=[C:8]([C:10]3[CH:15]=[CH:14][N:13]=[C:12]([NH:16][CH2:17][CH2:18][CH2:19][N:20]4[CH2:25][CH2:24][N:23]([CH3:26])[CH2:22][CH2:21]4)[N:11]=3)[S:7][C:6]=2[CH:27]=1.[NH:28]1[C:36]2[C:31](=[CH:32][CH:33]=[CH:34][CH:35]=2)[C:30]([CH2:37][C:38]([NH2:40])=[O:39])=[CH:29]1.CC1(C)C2C(=C(P(C3C=CC=CC=3)C3C=CC=CC=3)C=CC=2)OC2C(P(C3C=CC=CC=3)C3C=CC=CC=3)=CC=CC1=2.C(=O)([O-])[O-].[Cs+].[Cs+]. (6) Given the product [CH3:1][O:2][C:3]1[CH:4]=[C:5]2[C:10](=[CH:11][C:12]=1[O:13][CH3:14])[N:9]=[CH:8][N:7]=[C:6]2[O:15][C:16]1[CH:22]=[CH:21][C:19]([NH:20][C:27](=[O:33])[O:28][CH2:29][C:38]2[CH:39]=[CH:40][CH:41]=[CH:42][C:37]=2[O:36][CH3:35])=[CH:18][CH:17]=1, predict the reactants needed to synthesize it. The reactants are: [CH3:1][O:2][C:3]1[CH:4]=[C:5]2[C:10](=[CH:11][C:12]=1[O:13][CH3:14])[N:9]=[CH:8][N:7]=[C:6]2[O:15][C:16]1[CH:22]=[CH:21][C:19]([NH2:20])=[CH:18][CH:17]=1.ClC(Cl)(O[C:27](=[O:33])[O:28][C:29](Cl)(Cl)Cl)Cl.[CH3:35][O:36][C:37]1[CH:42]=[CH:41][CH:40]=[CH:39][C:38]=1CO.C(=O)(O)[O-].[Na+]. (7) Given the product [Br:11][CH2:9][C:8]([C:5]1[CH:6]=[CH:7][C:2]([F:1])=[CH:3][CH:4]=1)=[O:10], predict the reactants needed to synthesize it. The reactants are: [F:1][C:2]1[CH:7]=[CH:6][C:5]([C:8](=[O:10])[CH3:9])=[CH:4][CH:3]=1.[Br:11]Br.